The task is: Predict the reactants needed to synthesize the given product.. This data is from Full USPTO retrosynthesis dataset with 1.9M reactions from patents (1976-2016). (1) Given the product [NH2:23][C:22]1[C:5]2[C:6](=[CH:11][CH:12]=[C:3]([OH:2])[CH:4]=2)[C:7](=[O:9])[C:21]=1[C:18]1[CH:19]=[CH:20][C:15]([OH:14])=[CH:16][CH:17]=1, predict the reactants needed to synthesize it. The reactants are: C[O:2][C:3]1[CH:12]=[CH:11][C:6]([C:7]([O:9]C)=O)=[CH:5][CH:4]=1.C[O:14][C:15]1[CH:20]=[CH:19][C:18]([CH2:21][C:22]#[N:23])=[CH:17][CH:16]=1.[Li+].CC([N-]C(C)C)C. (2) Given the product [Cl:1][C:2]1[C:3]([O:23][C:19]2[CH:20]=[CH:21][CH:22]=[C:17]([O:16][CH2:14][CH3:15])[CH:18]=2)=[CH:4][C:5]([F:12])=[C:6]([CH:11]=1)[C:7]([NH:34][S:31]([CH3:30])(=[O:33])=[O:32])=[O:9], predict the reactants needed to synthesize it. The reactants are: [Cl:1][C:2]1[C:3](F)=[CH:4][C:5]([F:12])=[C:6]([CH:11]=1)[C:7]([O:9]C)=O.[CH2:14]([O:16][C:17]1[CH:18]=[C:19]([OH:23])[CH:20]=[CH:21][CH:22]=1)[CH3:15].C(=O)([O-])[O-].[Cs+].[Cs+].[CH3:30][S:31]([NH2:34])(=[O:33])=[O:32].CCN=C=NCCCN(C)C.Cl.